This data is from Reaction yield outcomes from USPTO patents with 853,638 reactions. The task is: Predict the reaction yield, written as a fraction of the theoretical maximum amount of product (1.0 means a 100% yield; for example, 0.34 means a 34% yield). (1) The reactants are [OH:1][C@H:2]1[CH2:26][CH2:25][C@@:24]2([CH3:27])[C@@H:4]([C:5](=[O:29])[O:6][C:7]3[C@H:8]4[C@:20]([CH3:28])([CH2:21][CH2:22][C:23]=32)[C@@H:11]([C@H:12]([CH3:19])[CH2:13][CH2:14][CH2:15][CH:16]([CH3:18])[CH3:17])[CH2:10][CH2:9]4)[CH2:3]1.[CH2:30]=[CH:31][CH2:32]OC(C(Cl)(Cl)Cl)=N.C(=O)(O)[O-].[Na+]. The catalyst is ClCCl. The product is [CH2:32]([O:1][C@H:2]1[CH2:26][CH2:25][C@@:24]2([CH3:27])[C@@H:4]([C:5](=[O:29])[O:6][C:7]3[C@H:8]4[C@:20]([CH3:28])([CH2:21][CH2:22][C:23]=32)[C@@H:11]([C@H:12]([CH3:19])[CH2:13][CH2:14][CH2:15][CH:16]([CH3:18])[CH3:17])[CH2:10][CH2:9]4)[CH2:3]1)[CH:31]=[CH2:30]. The yield is 0.570. (2) The reactants are [CH3:1][C:2]1[O:6][N:5]=[C:4]([C:7]2[CH:12]=[CH:11][N:10]=[CH:9][CH:8]=2)[C:3]=1[CH2:13][O:14][C:15]1[CH:23]=[CH:22][C:18]([C:19]([OH:21])=O)=[CH:17][N:16]=1.[CH:24]1([NH2:27])[CH2:26][CH2:25]1. No catalyst specified. The product is [CH:24]1([NH:27][C:19](=[O:21])[C:18]2[CH:22]=[CH:23][C:15]([O:14][CH2:13][C:3]3[C:4]([C:7]4[CH:8]=[CH:9][N:10]=[CH:11][CH:12]=4)=[N:5][O:6][C:2]=3[CH3:1])=[N:16][CH:17]=2)[CH2:26][CH2:25]1. The yield is 0.860. (3) The reactants are [Br:1][C:2]1[CH:3]=[C:4]([N+:11]([O-:13])=[O:12])[CH:5]=[C:6]2[C:10]=1[NH:9][CH2:8][CH2:7]2.ClC1C(=O)C(C#N)=C(C#N)C(=O)C=1Cl. The catalyst is C1COCC1. The product is [Br:1][C:2]1[CH:3]=[C:4]([N+:11]([O-:13])=[O:12])[CH:5]=[C:6]2[C:10]=1[NH:9][CH:8]=[CH:7]2. The yield is 0.900. (4) The reactants are [C:1]([O:4][CH2:5][C:6](Cl)=[O:7])(=[O:3])[CH3:2].[CH3:9][O:10][C:11]1[CH:55]=[C:54]([O:56][CH3:57])[CH:53]=[C:52]([O:58][CH3:59])[C:12]=1/[CH:13]=[CH:14]/[CH:15]([S:25]([CH:28](/[CH:38]=[CH:39]/[C:40]1[C:45]([O:46][CH3:47])=[CH:44][C:43]([O:48][CH3:49])=[CH:42][C:41]=1[O:50][CH3:51])[C:29]1[CH:34]=[CH:33][C:32]([O:35][CH3:36])=[C:31]([NH2:37])[CH:30]=1)(=[O:27])=[O:26])[C:16]1[CH:21]=[CH:20][C:19]([O:22][CH3:23])=[C:18]([NH2:24])[CH:17]=1. No catalyst specified. The product is [CH3:59][O:58][C:52]1[CH:53]=[C:54]([O:56][CH3:57])[CH:55]=[C:11]([O:10][CH3:9])[C:12]=1/[CH:13]=[CH:14]/[CH:15]([S:25]([CH:28](/[CH:38]=[CH:39]/[C:40]1[C:41]([O:50][CH3:51])=[CH:42][C:43]([O:48][CH3:49])=[CH:44][C:45]=1[O:46][CH3:47])[C:29]1[CH:34]=[CH:33][C:32]([O:35][CH3:36])=[C:31]([NH:37][C:6](=[O:7])[CH2:5][O:4][C:1](=[O:3])[CH3:2])[CH:30]=1)(=[O:27])=[O:26])[C:16]1[CH:21]=[CH:20][C:19]([O:22][CH3:23])=[C:18]([NH:24][C:6](=[O:7])[CH2:5][O:4][C:1](=[O:3])[CH3:2])[CH:17]=1. The yield is 0.900. (5) The reactants are [CH:1]([C:4]1[CH:9]=[CH:8][C:7]([N+:10]([O-])=O)=[CH:6][N:5]=1)([CH3:3])[CH3:2]. The catalyst is CO.[Ni]. The product is [CH:1]([C:4]1[CH:9]=[CH:8][C:7]([NH2:10])=[CH:6][N:5]=1)([CH3:3])[CH3:2]. The yield is 0.520. (6) The product is [ClH:37].[CH3:1][O:2][C:3]([C:5]1([NH2:27])[C:7]2([CH2:9][CH2:8]2)[CH2:6]1)=[O:4]. The reactants are [CH3:1][O:2][C:3]([C:5]1(C(O)=O)[C:7]2([CH2:9][CH2:8]2)[CH2:6]1)=[O:4].C1C=CC(P([N:27]=[N+]=[N-])(C2C=CC=CC=2)=O)=CC=1.CCN(CC)CC.[ClH:37].O1CCOCC1. The yield is 0.200. The catalyst is CC(O)(C)C.